Dataset: Reaction yield outcomes from USPTO patents with 853,638 reactions. Task: Predict the reaction yield, written as a fraction of the theoretical maximum amount of product (1.0 means a 100% yield; for example, 0.34 means a 34% yield). (1) The reactants are [CH:1]1[C:10]2[C:5](=[CH:6][CH:7]=[CH:8][CH:9]=2)[CH:4]=[CH:3][C:2]=1[NH:11][C:12]1[C:20]2[C:19]3[CH2:21][NH:22][CH2:23][CH2:24][C:18]=3[NH:17][C:16]=2[N:15]=[CH:14][CH:13]=1.[C:25](OC(=O)C)(=[O:27])[CH3:26].C(N(CC)CC)C. The catalyst is ClCCCl. The product is [CH:1]1[C:10]2[C:5](=[CH:6][CH:7]=[CH:8][CH:9]=2)[CH:4]=[CH:3][C:2]=1[NH:11][C:12]1[C:20]2[C:19]3[CH2:21][N:22]([C:25](=[O:27])[CH3:26])[CH2:23][CH2:24][C:18]=3[NH:17][C:16]=2[N:15]=[CH:14][CH:13]=1. The yield is 0.260. (2) The reactants are [CH3:1][O:2][C:3]1[CH:4]=[C:5]2[C:10](=[CH:11][C:12]=1[O:13][CH2:14][C@H:15]1[CH2:17][O:16]1)[N:9]=[CH:8][N:7]=[C:6]2[O:18][C:19]1[CH:20]=[C:21]2[C:25](=[CH:26][CH:27]=1)[NH:24][C:23]([CH3:28])=[CH:22]2.[CH2:29]([NH:31][CH2:32][CH3:33])[CH3:30]. The catalyst is CN(C=O)C. The product is [CH2:29]([N:31]([CH2:17][C@@H:15]([OH:16])[CH2:14][O:13][C:12]1[CH:11]=[C:10]2[C:5]([C:6]([O:18][C:19]3[CH:20]=[C:21]4[C:25](=[CH:26][CH:27]=3)[NH:24][C:23]([CH3:28])=[CH:22]4)=[N:7][CH:8]=[N:9]2)=[CH:4][C:3]=1[O:2][CH3:1])[CH2:32][CH3:33])[CH3:30]. The yield is 0.810. (3) The reactants are C(N(C(C)C)CC)(C)C.Cl.[NH2:11][CH2:12][C@@H:13]([C:36](OC)=[O:37])[NH:14][C:15](=[O:35])[C:16]1[C:21]([Cl:22])=[CH:20][C:19]([C:23]([NH:25][CH2:26][C:27]2[CH:32]=[CH:31][CH:30]=[C:29]([OH:33])[CH:28]=2)=[O:24])=[CH:18][C:17]=1[Cl:34].[Cl:40][C:41]1[CH:42]=[C:43]([CH:47]=[CH:48][CH:49]=1)[C:44](O)=[O:45].CN(C([O:57]N1N=NC2C=CC=CC1=2)=[N+](C)C)C.F[P-](F)(F)(F)(F)F.C1C=CC2N(O)N=NC=2C=1.O.[OH-].[Li+]. The catalyst is CN(C)C=O. The product is [Cl:40][C:41]1[CH:42]=[C:43]([CH:47]=[CH:48][CH:49]=1)[C:44]([NH:11][CH2:12][C@@H:13]([C:36]([OH:57])=[O:37])[NH:14][C:15](=[O:35])[C:16]1[C:21]([Cl:22])=[CH:20][C:19]([C:23]([NH:25][CH2:26][C:27]2[CH:32]=[CH:31][CH:30]=[C:29]([OH:33])[CH:28]=2)=[O:24])=[CH:18][C:17]=1[Cl:34])=[O:45]. The yield is 0.510. (4) The catalyst is ClCCl. The product is [Br:28][C:23]1[CH:24]=[C:25]2[C:20](=[CH:21][CH:22]=1)[CH:19]=[C:18]([C:15]1[NH:14][C:13]([CH:9]3[CH2:10][CH2:11][CH2:12][NH:8]3)=[N:17][CH:16]=1)[CH:27]=[CH:26]2. The reactants are C(OC([N:8]1[CH2:12][CH2:11][CH2:10][CH:9]1[C:13]1[NH:14][C:15]([C:18]2[CH:27]=[CH:26][C:25]3[C:20](=[CH:21][CH:22]=[C:23]([Br:28])[CH:24]=3)[CH:19]=2)=[CH:16][N:17]=1)=O)(C)(C)C.FC(F)(F)C(O)=O. The yield is 0.980. (5) The reactants are [C:1]([C:4]1[CH:5]=[C:6]([C:10]2[CH:15]=[CH:14][C:13]([CH:16]([CH3:25])[CH2:17][NH:18][S:19]([CH:22]([CH3:24])[CH3:23])(=[O:21])=[O:20])=[CH:12][CH:11]=2)[CH:7]=[CH:8][CH:9]=1)(=[O:3])[CH3:2].[BH4-].[Na+]. The catalyst is C(O)C. The product is [OH:3][CH:1]([C:4]1[CH:5]=[C:6]([C:10]2[CH:15]=[CH:14][C:13]([CH:16]([CH3:25])[CH2:17][NH:18][S:19]([CH:22]([CH3:24])[CH3:23])(=[O:21])=[O:20])=[CH:12][CH:11]=2)[CH:7]=[CH:8][CH:9]=1)[CH3:2]. The yield is 0.650.